This data is from Forward reaction prediction with 1.9M reactions from USPTO patents (1976-2016). The task is: Predict the product of the given reaction. Given the reactants Cl.[CH3:2][N:3]1[C:12]2[C:7](=[CH:8][CH:9]=[CH:10][C:11]=2[N:13]2[CH2:18][CH2:17][NH:16][CH2:15][CH2:14]2)[CH2:6][CH2:5][C:4]1=[O:19].[O:20]=[C:21]1[NH:30][C:29]2[N:28]=[C:27]([O:31][CH2:32][CH2:33][CH2:34][CH:35]=O)[CH:26]=[CH:25][C:24]=2[CH:23]=[CH:22]1, predict the reaction product. The product is: [CH3:2][N:3]1[C:12]2[C:7](=[CH:8][CH:9]=[CH:10][C:11]=2[N:13]2[CH2:18][CH2:17][N:16]([CH2:35][CH2:34][CH2:33][CH2:32][O:31][C:27]3[N:28]=[C:29]4[C:24]([CH:23]=[CH:22][C:21](=[O:20])[NH:30]4)=[CH:25][CH:26]=3)[CH2:15][CH2:14]2)[CH2:6][CH2:5][C:4]1=[O:19].